From a dataset of Reaction yield outcomes from USPTO patents with 853,638 reactions. Predict the reaction yield, written as a fraction of the theoretical maximum amount of product (1.0 means a 100% yield; for example, 0.34 means a 34% yield). (1) The reactants are [CH3:1][O:2][C:3]1[CH:4]=[C:5]([CH:9]=[CH:10][CH:11]=1)[C:6](Cl)=[O:7].[CH:12]([C:15]1[CH:16]=[C:17]([C:25]2[CH:30]=[CH:29][CH:28]=[CH:27][CH:26]=2)[CH:18]=[C:19]([CH:22]([CH3:24])[CH3:23])[C:20]=1[NH2:21])([CH3:14])[CH3:13].N1C=CC=CC=1.O. The catalyst is ClCCl. The product is [CH:22]([C:19]1[CH:18]=[C:17]([C:25]2[CH:26]=[CH:27][CH:28]=[CH:29][CH:30]=2)[CH:16]=[C:15]([CH:12]([CH3:14])[CH3:13])[C:20]=1[NH:21][C:6](=[O:7])[C:5]1[CH:9]=[CH:10][CH:11]=[C:3]([O:2][CH3:1])[CH:4]=1)([CH3:23])[CH3:24]. The yield is 0.650. (2) The reactants are C(N(CC)CC)C.[F:8][C:9]([F:20])([F:19])[C:10]1[CH:11]=[C:12]([CH2:16][CH2:17][NH2:18])[CH:13]=[CH:14][CH:15]=1.[F:21][C:22]([F:33])([F:32])[C:23](O[C:23](=[O:24])[C:22]([F:33])([F:32])[F:21])=[O:24]. The catalyst is C(Cl)Cl. The product is [F:21][C:22]([F:33])([F:32])[C:23]([NH:18][CH2:17][CH2:16][C:12]1[CH:13]=[CH:14][CH:15]=[C:10]([C:9]([F:19])([F:20])[F:8])[CH:11]=1)=[O:24]. The yield is 0.980. (3) The reactants are [Cl:1][C:2]1[CH:7]=[CH:6][CH:5]=[C:4]([Cl:8])[C:3]=1[C:9]1[C:13]([CH2:14][O:15][C:16]2[N:21]=[C:20]([C:22]([F:25])([F:24])[F:23])[C:19]([NH2:26])=[CH:18][CH:17]=2)=[C:12]([CH:27]([CH3:29])[CH3:28])[O:11][N:10]=1.[CH3:30][O:31][C:32](=[O:43])[C:33]1[CH:38]=[CH:37][C:36]([S:39](Cl)(=[O:41])=[O:40])=[CH:35][CH:34]=1.N1C=CC=CC=1.CN1CCOCC1. The catalyst is C(#N)C. The product is [CH3:30][O:31][C:32](=[O:43])[C:33]1[CH:34]=[CH:35][C:36]([S:39](=[O:40])(=[O:41])[NH:26][C:19]2[C:20]([C:22]([F:25])([F:23])[F:24])=[N:21][C:16]([O:15][CH2:14][C:13]3[C:9]([C:3]4[C:2]([Cl:1])=[CH:7][CH:6]=[CH:5][C:4]=4[Cl:8])=[N:10][O:11][C:12]=3[CH:27]([CH3:29])[CH3:28])=[CH:17][CH:18]=2)=[CH:37][CH:38]=1. The yield is 0.310. (4) The reactants are F[C:2]1[CH:7]=[C:6]([F:8])[CH:5]=[CH:4][C:3]=1[N+:9]([O-:11])=[O:10].FC1C=CC([NH:19][C@H:20]([CH2:24][CH3:25])[C:21]([OH:23])=[O:22])=C([N+]([O-])=O)C=1. No catalyst specified. The product is [F:8][C:6]1[CH:5]=[CH:4][C:3]([N+:9]([O-:11])=[O:10])=[C:2]([NH:19][C@H:20]([CH2:24][CH3:25])[C:21]([OH:23])=[O:22])[CH:7]=1. The yield is 0.830. (5) The product is [CH3:1][O:2][C:3](=[O:18])[C:4]1[C:5](=[C:10]([CH3:17])[C:11]([CH2:15][CH3:16])=[CH:12][C:13]=1[OH:14])[C:6]([O:8][CH3:9])=[O:7]. The catalyst is C1C=CC=CC=1.CCOC(C)=O. The yield is 0.880. The reactants are [CH3:1][O:2][C:3](=[O:18])[C:4]1[C:5](=[C:10]([CH3:17])[C:11]([CH:15]=[CH2:16])=[CH:12][C:13]=1[OH:14])[C:6]([O:8][CH3:9])=[O:7].